Task: Predict the product of the given reaction.. Dataset: Forward reaction prediction with 1.9M reactions from USPTO patents (1976-2016) (1) Given the reactants Br[C:2]1[CH:10]=[CH:9][C:5]([CH:6]=[N:7][OH:8])=[CH:4][CH:3]=1.[C:11]([C:13]1[CH:14]=[C:15](B(O)O)[CH:16]=[CH:17][CH:18]=1)#[N:12].C(=O)([O-])[O-].[Na+].[Na+], predict the reaction product. The product is: [OH:8]/[N:7]=[CH:6]/[C:5]1[CH:9]=[CH:10][C:2]([C:17]2[CH:16]=[CH:15][CH:14]=[C:13]([C:11]#[N:12])[CH:18]=2)=[CH:3][CH:4]=1. (2) Given the reactants [Br:1][CH2:2][C:3]1[CH:4]=[C:5]([C:13]2[CH:18]=[CH:17][CH:16]=[C:15]([O:19][CH:20]3[CH2:23]O[CH2:21]3)[CH:14]=2)[C:6]([O:9][CH:10]([F:12])[F:11])=[N:7][CH:8]=1.BrC(C)C, predict the reaction product. The product is: [Br:1][CH2:2][C:3]1[CH:4]=[C:5]([C:13]2[CH:18]=[CH:17][CH:16]=[C:15]([O:19][CH:20]([CH3:23])[CH3:21])[CH:14]=2)[C:6]([O:9][CH:10]([F:12])[F:11])=[N:7][CH:8]=1. (3) Given the reactants [NH2:1][C:2]1[N:7]=[CH:6][N:5]=[C:4]2[N:8]([CH:30]3[CH2:35][CH2:34]C(=O)[CH2:32][CH2:31]3)[N:9]=[C:10]([C:11]3[CH:16]=[CH:15][C:14]([NH:17][C:18]([C:20]4[N:21]([CH3:29])[C:22]5[C:27]([CH:28]=4)=[CH:26][CH:25]=[CH:24][CH:23]=5)=[O:19])=[CH:13][CH:12]=3)[C:3]=12.[C:37](O)(=O)C.[CH3:41][N:42]1[CH2:47][CH2:46][NH:45][CH2:44][CH2:43]1.[C:48](O[BH-](OC(=O)C)OC(=O)C)(=O)C.[Na+], predict the reaction product. The product is: [NH2:1][C:2]1[N:7]=[CH:6][N:5]=[C:4]2[N:8]([C@H:30]3[CH2:35][CH2:34][C@@H:41]([N:42]4[CH2:47][CH2:46][N:45]([CH3:37])[CH2:44][CH2:43]4)[CH2:32][CH2:31]3)[N:9]=[C:10]([C:11]3[CH:12]=[CH:13][C:14]([NH:17][C:18]([C:20]4[N:21]([CH3:29])[C:22]5[C:27]([CH:28]=4)=[CH:26][CH:25]=[CH:24][CH:23]=5)=[O:19])=[CH:15][CH:16]=3)[C:3]=12.[NH2:1][C:2]1[N:7]=[CH:6][N:5]=[C:4]2[N:8]([C@H:30]3[CH2:35][CH2:34][C@H:41]([N:42]4[CH2:47][CH2:46][N:45]([CH3:48])[CH2:44][CH2:43]4)[CH2:32][CH2:31]3)[N:9]=[C:10]([C:11]3[CH:12]=[CH:13][C:14]([NH:17][C:18]([C:20]4[N:21]([CH3:29])[C:22]5[C:27]([CH:28]=4)=[CH:26][CH:25]=[CH:24][CH:23]=5)=[O:19])=[CH:15][CH:16]=3)[C:3]=12.